The task is: Regression/Classification. Given a drug SMILES string, predict its absorption, distribution, metabolism, or excretion properties. Task type varies by dataset: regression for continuous measurements (e.g., permeability, clearance, half-life) or binary classification for categorical outcomes (e.g., BBB penetration, CYP inhibition). Dataset: cyp2c9_veith.. This data is from CYP2C9 inhibition data for predicting drug metabolism from PubChem BioAssay. (1) The molecule is CNC(=O)[C@H]1O[C@H](n2cnc3c(NCc4cccc(I)c4)nc(Cl)nc32)[C@@H](O)[C@@H]1O. The result is 0 (non-inhibitor). (2) The drug is O=C(c1ccccc1)c1ccc(OCCn2cnc3ccccc3c2=O)cc1. The result is 1 (inhibitor). (3) The compound is CC(C)(C)c1[nH]nc2c1C(c1ccc(OC(=O)c3ccco3)cc1)C(C#N)=C(N)O2. The result is 1 (inhibitor). (4) The drug is CC(=O)Nc1ccc(S(=O)(=O)N2CCN(c3nc(NC4CCCC4)c4ccccc4n3)CC2)cc1. The result is 1 (inhibitor). (5) The drug is COc1ccccc1N1CCN(CCCCN2C(=O)CCC2=O)CC1. The result is 1 (inhibitor). (6) The drug is O=C(O)CCn1cnc2c(=S)nc[nH]c21. The result is 0 (non-inhibitor). (7) The result is 0 (non-inhibitor). The molecule is N/C(=N\OC(=O)c1cccc(Br)c1)c1ccc(Br)cc1.